Dataset: Forward reaction prediction with 1.9M reactions from USPTO patents (1976-2016). Task: Predict the product of the given reaction. (1) Given the reactants ClC1C=C(C=CC=1)C(OO)=[O:6].[Cl:12][C:13]1[S:17][C:16]([C:18]2[N:19]=[C:20]([N:27]3[C:35]4[C:30](=[CH:31][CH:32]=[C:33]([O:36][CH2:37][C:38]([N:40]([CH3:42])[CH3:41])=[O:39])[CH:34]=4)[CH:29]=[N:28]3)[C:21]3[CH2:26][S:25][CH2:24][C:22]=3[N:23]=2)=[CH:15][CH:14]=1, predict the reaction product. The product is: [Cl:12][C:13]1[S:17][C:16]([C:18]2[N:19]=[C:20]([N:27]3[C:35]4[C:30](=[CH:31][CH:32]=[C:33]([O:36][CH2:37][C:38]([N:40]([CH3:42])[CH3:41])=[O:39])[CH:34]=4)[CH:29]=[N:28]3)[C:21]3[CH2:26][S:25](=[O:6])[CH2:24][C:22]=3[N:23]=2)=[CH:15][CH:14]=1. (2) Given the reactants [Cl:1][C:2]1[C:7]([C:8]([NH:10][C:11]2[CH:12]=[C:13]3[C:19]([O:20][CH2:21][CH3:22])=[N:18][N:17](C(OC(C)(C)C)=O)[C:14]3=[N:15][CH:16]=2)=[O:9])=[C:6]([F:30])[C:5]([NH:31][S:32]([CH2:35][CH2:36][CH3:37])(=[O:34])=[O:33])=[CH:4][CH:3]=1.C(O)(C(F)(F)F)=O, predict the reaction product. The product is: [Cl:1][C:2]1[C:7]([C:8]([NH:10][C:11]2[CH:12]=[C:13]3[C:19]([O:20][CH2:21][CH3:22])=[N:18][NH:17][C:14]3=[N:15][CH:16]=2)=[O:9])=[C:6]([F:30])[C:5]([NH:31][S:32]([CH2:35][CH2:36][CH3:37])(=[O:34])=[O:33])=[CH:4][CH:3]=1. (3) Given the reactants [CH2:1]([NH:4][C:5]1[N:10]=[C:9]([NH:11][CH2:12][CH2:13][CH3:14])[N:8]=[C:7]([N:15]([CH3:18])[O:16][CH3:17])[N:6]=1)[CH2:2][CH3:3].[P:19](=[O:23])([OH:22])([OH:21])[OH:20], predict the reaction product. The product is: [P:19](=[O:20])([OH:23])([OH:22])[OH:21].[CH2:1]([NH:4][C:5]1[N:10]=[C:9]([NH:11][CH2:12][CH2:13][CH3:14])[N:8]=[C:7]([N:15]([CH3:18])[O:16][CH3:17])[N:6]=1)[CH2:2][CH3:3]. (4) Given the reactants [N:1]([CH:4]1[CH2:8][CH:7]([C:9]2[N:13]3[C:14]4[CH:20]=[CH:19][N:18]([CH2:21][O:22][CH2:23][CH2:24][Si:25]([CH3:28])([CH3:27])[CH3:26])[C:15]=4[N:16]=[CH:17][C:12]3=[N:11][N:10]=2)[CH:6]([CH2:29][CH3:30])[CH2:5]1)=[N+]=[N-].C1COCC1.C1(P(C2C=CC=CC=2)C2C=CC=CC=2)C=CC=CC=1, predict the reaction product. The product is: [CH2:29]([CH:6]1[CH:7]([C:9]2[N:13]3[C:14]4[CH:20]=[CH:19][N:18]([CH2:21][O:22][CH2:23][CH2:24][Si:25]([CH3:26])([CH3:28])[CH3:27])[C:15]=4[N:16]=[CH:17][C:12]3=[N:11][N:10]=2)[CH2:8][CH:4]([NH2:1])[CH2:5]1)[CH3:30]. (5) Given the reactants [NH:1](C(OCC1C2C(=CC=CC=2)C2C1=CC=CC=2)=O)[C@H:2]([C:15]([NH:17][C@H:18]([C:31]([OH:33])=[O:32])[CH2:19][CH2:20][C:21](=[O:30])[O:22][CH2:23][C:24]1[CH:29]=[CH:28][CH:27]=[CH:26][CH:25]=1)=[O:16])[CH2:3][CH2:4][CH2:5][CH2:6][NH:7][C:8]([O:10][C:11]([CH3:14])([CH3:13])[CH3:12])=[O:9], predict the reaction product. The product is: [NH2:1][C@H:2]([C:15]([NH:17][C@H:18]([C:31]([OH:33])=[O:32])[CH2:19][CH2:20][C:21](=[O:30])[O:22][CH2:23][C:24]1[CH:25]=[CH:26][CH:27]=[CH:28][CH:29]=1)=[O:16])[CH2:3][CH2:4][CH2:5][CH2:6][NH:7][C:8]([O:10][C:11]([CH3:12])([CH3:13])[CH3:14])=[O:9].